This data is from TCR-epitope binding with 47,182 pairs between 192 epitopes and 23,139 TCRs. The task is: Binary Classification. Given a T-cell receptor sequence (or CDR3 region) and an epitope sequence, predict whether binding occurs between them. (1) The epitope is YLQPRTFLL. The TCR CDR3 sequence is CAIQESNTGELFF. Result: 1 (the TCR binds to the epitope). (2) The epitope is YEGNSPFHPL. The TCR CDR3 sequence is CSAEPTAQGYWGEQFF. Result: 0 (the TCR does not bind to the epitope). (3) The epitope is MMISAGFSL. The TCR CDR3 sequence is CASSLPGPEAFF. Result: 0 (the TCR does not bind to the epitope). (4) The epitope is YLQPRTFLL. The TCR CDR3 sequence is CSARDEAGQNTGELFF. Result: 1 (the TCR binds to the epitope). (5) The TCR CDR3 sequence is CASSLKTGIYEQYF. The epitope is ALSKGVHFV. Result: 1 (the TCR binds to the epitope). (6) The epitope is FIAGLIAIV. The TCR CDR3 sequence is CASGPRLLTSEAFF. Result: 0 (the TCR does not bind to the epitope). (7) The epitope is YIFFASFYY. The TCR CDR3 sequence is CASSLGTSGGDYEQYF. Result: 1 (the TCR binds to the epitope). (8) The epitope is KRWIIMGLNK. The TCR CDR3 sequence is CASSGDRQDGYGYTF. Result: 0 (the TCR does not bind to the epitope). (9) The epitope is SFHSLHLLF. Result: 1 (the TCR binds to the epitope). The TCR CDR3 sequence is CASSLRGNEGFYNEQFF. (10) The epitope is TLDSKTQSL. The TCR CDR3 sequence is CASSQGRDRHGYTF. Result: 0 (the TCR does not bind to the epitope).